The task is: Predict which catalyst facilitates the given reaction.. This data is from Catalyst prediction with 721,799 reactions and 888 catalyst types from USPTO. The catalyst class is: 94. Reactant: [CH3:1][N:2]([CH2:10][CH2:11][N:12]([CH3:39])[CH2:13][C:14]1[C:22]2[C:17](=[CH:18][CH:19]=[C:20]([O:23][C:24]3[CH:29]=[CH:28][C:27]([N+:30]([O-])=O)=[CH:26][CH:25]=3)[CH:21]=2)[N:16]([CH:33]2[CH2:38][CH2:37][CH2:36][CH2:35][O:34]2)[N:15]=1)[C:3](=[O:9])[O:4][C:5]([CH3:8])([CH3:7])[CH3:6]. Product: [NH2:30][C:27]1[CH:26]=[CH:25][C:24]([O:23][C:20]2[CH:21]=[C:22]3[C:17](=[CH:18][CH:19]=2)[N:16]([CH:33]2[CH2:38][CH2:37][CH2:36][CH2:35][O:34]2)[N:15]=[C:14]3[CH2:13][N:12]([CH3:39])[CH2:11][CH2:10][N:2]([CH3:1])[C:3](=[O:9])[O:4][C:5]([CH3:7])([CH3:8])[CH3:6])=[CH:29][CH:28]=1.